This data is from Full USPTO retrosynthesis dataset with 1.9M reactions from patents (1976-2016). The task is: Predict the reactants needed to synthesize the given product. (1) The reactants are: [Cl:1][C:2]1[CH:3]=[CH:4][C:5]([OH:23])=[C:6]([CH:22]=1)[C:7]([NH:9][C@H:10]([C:12]1[CH:21]=[CH:20][C:15]([C:16]([O:18][CH3:19])=[O:17])=[CH:14][CH:13]=1)[CH3:11])=[O:8].[Cl:24][C:25]1[CH:26]=[C:27]([CH2:31]O)[CH:28]=[CH:29][CH:30]=1. Given the product [Cl:1][C:2]1[CH:3]=[CH:4][C:5]([O:23][CH2:31][C:27]2[CH:28]=[CH:29][CH:30]=[C:25]([Cl:24])[CH:26]=2)=[C:6]([CH:22]=1)[C:7]([NH:9][C@H:10]([C:12]1[CH:21]=[CH:20][C:15]([C:16]([O:18][CH3:19])=[O:17])=[CH:14][CH:13]=1)[CH3:11])=[O:8], predict the reactants needed to synthesize it. (2) Given the product [Cl:1][C:2]1[CH:3]=[C:4]([C:9]2([CH2:14][NH:18][CH3:17])[CH2:13][CH2:12][CH2:11][CH2:10]2)[CH:5]=[CH:6][C:7]=1[Cl:8], predict the reactants needed to synthesize it. The reactants are: [Cl:1][C:2]1[CH:3]=[C:4]([C:9]2([C:14](O)=O)[CH2:13][CH2:12][CH2:11][CH2:10]2)[CH:5]=[CH:6][C:7]=1[Cl:8].[CH3:17][NH2:18]. (3) Given the product [CH2:1]([C@H:4]1[CH2:9][C@H:8]([C:10]2[CH:15]=[CH:14][CH:13]=[C:12]([Cl:16])[CH:11]=2)[C@@H:7]([C:17]2[CH:18]=[CH:19][C:20]([Cl:23])=[CH:21][CH:22]=2)[N:6]([C@H:24]([CH2:27][CH3:28])[CH2:25][O:26][CH2:33][CH:34]2[CH2:36][CH2:35]2)[C:5]1=[O:29])[CH:2]=[CH2:3], predict the reactants needed to synthesize it. The reactants are: [CH2:1]([C@H:4]1[CH2:9][C@H:8]([C:10]2[CH:15]=[CH:14][CH:13]=[C:12]([Cl:16])[CH:11]=2)[C@@H:7]([C:17]2[CH:22]=[CH:21][C:20]([Cl:23])=[CH:19][CH:18]=2)[N:6]([C@@H:24]([CH2:27][CH3:28])[CH2:25][OH:26])[C:5]1=[O:29])[CH:2]=[CH2:3].[H-].[Na+].Br[CH2:33][CH:34]1[CH2:36][CH2:35]1. (4) Given the product [Br:10][C:11]1[N:12]=[N:13][C:14]([N:8]2[CH2:7][CH2:6][NH:5][CH:4]([CH:1]([CH3:3])[CH3:2])[CH2:9]2)=[CH:15][CH:16]=1, predict the reactants needed to synthesize it. The reactants are: [CH:1]([CH:4]1[CH2:9][NH:8][CH2:7][CH2:6][NH:5]1)([CH3:3])[CH3:2].[Br:10][C:11]1[N:12]=[N:13][C:14](Br)=[CH:15][CH:16]=1. (5) Given the product [OH:14][C:4]1([CH2:1][CH:2]=[O:24])[CH2:9][CH2:8][N:7]([S:10]([CH3:13])(=[O:12])=[O:11])[CH2:6][CH2:5]1, predict the reactants needed to synthesize it. The reactants are: [CH2:1]([C:4]1([OH:14])[CH2:9][CH2:8][N:7]([S:10]([CH3:13])(=[O:12])=[O:11])[CH2:6][CH2:5]1)[CH:2]=C.N1C(C)=CC=CC=1C.I([O-])(=O)(=O)=[O:24].[Na+].C([O-])(O)=O.[Na+].